Dataset: Forward reaction prediction with 1.9M reactions from USPTO patents (1976-2016). Task: Predict the product of the given reaction. Given the reactants [NH2:1][C:2]1[S:3][C:4]([CH3:13])=[C:5]([CH3:12])[C:6]=1[C:7](OCC)=[O:8].O.[CH:15]([NH2:17])=O, predict the reaction product. The product is: [CH3:12][C:5]1[C:6]2[C:7]([OH:8])=[N:17][CH:15]=[N:1][C:2]=2[S:3][C:4]=1[CH3:13].